The task is: Predict the product of the given reaction.. This data is from Forward reaction prediction with 1.9M reactions from USPTO patents (1976-2016). (1) Given the reactants [CH2:1]([C:3]1[CH:4]=[C:5]([CH:7]=[C:8]([C:10]2[N:14]([CH3:15])[N:13]=[N:12][N:11]=2)[CH:9]=1)[NH2:6])[CH3:2].N1C(C)=CC=CC=1C.Cl[C:25]([O:27][C:28]1[CH:33]=[CH:32][CH:31]=[CH:30][CH:29]=1)=[O:26].Cl, predict the reaction product. The product is: [CH2:1]([C:3]1[CH:4]=[C:5]([NH:6][C:25](=[O:26])[O:27][C:28]2[CH:33]=[CH:32][CH:31]=[CH:30][CH:29]=2)[CH:7]=[C:8]([C:10]2[N:14]([CH3:15])[N:13]=[N:12][N:11]=2)[CH:9]=1)[CH3:2]. (2) Given the reactants [NH:1]1[CH2:7][CH2:6][CH2:5][C:4](=[O:8])[CH2:3][CH2:2]1.C([O-])([O-])=O.[K+].[K+].[CH:15]1[CH:20]=[CH:19][C:18]([CH2:21][O:22][C:23](Cl)=[O:24])=[CH:17][CH:16]=1, predict the reaction product. The product is: [O:8]=[C:4]1[CH2:5][CH2:6][CH2:7][N:1]([C:23]([O:22][CH2:21][C:18]2[CH:19]=[CH:20][CH:15]=[CH:16][CH:17]=2)=[O:24])[CH2:2][CH2:3]1. (3) Given the reactants [OH:1][CH2:2][N:3]1[C:7](=[O:8])[CH2:6][N:5]([CH2:9][C:10]#[CH:11])[C:4]1=[O:12].[CH3:13][C:14]1([CH3:29])[C@H:16](/[CH:17]=[C:18](\[CH3:25])/[CH:19]=[N:20][O:21][CH2:22][CH2:23][CH3:24])[C@H:15]1[C:26](O)=[O:27].C(Cl)(Cl)Cl.Cl.C(N=C=NCCCN(C)C)C, predict the reaction product. The product is: [CH3:29][C:14]1([CH3:13])[C@H:16](/[CH:17]=[C:18](\[CH3:25])/[CH:19]=[N:20][O:21][CH2:22][CH2:23][CH3:24])[C@H:15]1[C:26]([O:1][CH2:2][N:3]1[C:7](=[O:8])[CH2:6][N:5]([CH2:9][C:10]#[CH:11])[C:4]1=[O:12])=[O:27]. (4) Given the reactants [N+:1]([C:4]1[CH:5]=[C:6]([OH:11])[C:7](=[CH:9][CH:10]=1)O)([O-:3])=[O:2].CC(C)[O-:14].[Ti+4:16].CC(C)[O-:19].CC(C)[O-].CC(C)[O-], predict the reaction product. The product is: [N+:1]([C:4]1[CH:10]=[CH:9][CH:7]=[C:6]([O-:11])[C:5]=1[O-:14])([O-:3])=[O:2].[Ti+4:16].[N+:1]([C:4]1[CH:10]=[CH:9][CH:7]=[C:6]([O-:11])[C:5]=1[O-:19])([O-:3])=[O:2]. (5) Given the reactants [CH2:1]([NH:8][C:9]1[N:14]2[N:15]=[CH:16][C:17]([Br:18])=[C:13]2[N:12]=[CH:11][C:10]=1[C:19]([OH:21])=O)[C:2]1[CH:7]=[CH:6][CH:5]=[CH:4][CH:3]=1.Cl.[CH3:23][C:24]1[CH:25]=[C:26]([CH:30]2[CH2:35][CH2:34][NH:33][CH2:32][CH2:31]2)[CH:27]=[CH:28][CH:29]=1, predict the reaction product. The product is: [CH2:1]([NH:8][C:9]1[N:14]2[N:15]=[CH:16][C:17]([Br:18])=[C:13]2[N:12]=[CH:11][C:10]=1[C:19]([N:33]1[CH2:34][CH2:35][CH:30]([C:26]2[CH:27]=[CH:28][CH:29]=[C:24]([CH3:23])[CH:25]=2)[CH2:31][CH2:32]1)=[O:21])[C:2]1[CH:3]=[CH:4][CH:5]=[CH:6][CH:7]=1. (6) Given the reactants [C:1]([C:3]1[N:8]=[N:7][CH:6]=[C:5]([N:9]2[CH:13]=[CH:12][C:11]([N:14]3[CH2:19][C@H:18]([CH3:20])[O:17][C@H:16]([C@@H:21]([OH:29])[C:22]([O:24]C(C)(C)C)=[O:23])[C:15]3=[O:30])=[N:10]2)[CH:4]=1)#[N:2], predict the reaction product. The product is: [C:1]([C:3]1[N:8]=[N:7][CH:6]=[C:5]([N:9]2[CH:13]=[CH:12][C:11]([N:14]3[CH2:19][C@H:18]([CH3:20])[O:17][C@H:16]([C@@H:21]([OH:29])[C:22]([OH:24])=[O:23])[C:15]3=[O:30])=[N:10]2)[CH:4]=1)#[N:2]. (7) Given the reactants [Cl:1][CH2:2][C:3](=[O:10])[CH2:4][C:5]([O:7][CH2:8][CH3:9])=[O:6].[H][H], predict the reaction product. The product is: [Cl:1][CH2:2][C@@H:3]([OH:10])[CH2:4][C:5]([O:7][CH2:8][CH3:9])=[O:6]. (8) Given the reactants [Na].[F:2][C:3]1[CH:8]=[CH:7][C:6]([C:9]2[CH:17]=[C:16]([C:18](O)=[O:19])[CH:15]=[C:14]3[C:10]=2[CH:11]=[CH:12][N:13]3[CH3:21])=[CH:5][CH:4]=1.[O-:22][N+:23]1[C:28]([C:29]([F:32])([F:31])[F:30])=[CH:27][CH:26]=[C:25]([C@H:33]([NH2:35])[CH3:34])[CH:24]=1.CN1CCOCC1.Cl.CN(C)CCCN=C=NCC.ON1C2N=CC=CC=2N=N1, predict the reaction product. The product is: [F:2][C:3]1[CH:8]=[CH:7][C:6]([C:9]2[CH:17]=[C:16]([C:18]([NH:35][C@@H:33]([C:25]3[CH:24]=[N+:23]([O-:22])[C:28]([C:29]([F:30])([F:31])[F:32])=[CH:27][CH:26]=3)[CH3:34])=[O:19])[CH:15]=[C:14]3[C:10]=2[CH:11]=[CH:12][N:13]3[CH3:21])=[CH:5][CH:4]=1. (9) Given the reactants [CH3:1][C:2]1[CH:3]=[N+:4]([O-])[CH:5]=[CH:6][C:7]=1[O:8][CH3:9], predict the reaction product. The product is: [CH3:1][C:2]1[CH:3]=[N:4][CH:5]=[CH:6][C:7]=1[O:8][CH3:9]. (10) The product is: [C:1]([O:5][C:6](=[O:28])[NH:7][CH:8]([CH3:27])[C:9]([NH:11][C:12]1[CH:17]=[CH:16][C:15]([CH:31]2[CH2:35][CH2:34][CH2:33][CH2:32]2)=[C:14]([C:19]#[C:20][C:21]2[CH:26]=[CH:25][CH:24]=[CH:23][CH:22]=2)[N:13]=1)=[O:10])([CH3:4])([CH3:3])[CH3:2]. Given the reactants [C:1]([O:5][C:6](=[O:28])[NH:7][CH:8]([CH3:27])[C:9]([NH:11][C:12]1[CH:17]=[CH:16][C:15](Br)=[C:14]([C:19]#[C:20][C:21]2[CH:26]=[CH:25][CH:24]=[CH:23][CH:22]=2)[N:13]=1)=[O:10])([CH3:4])([CH3:3])[CH3:2].Br[Zn][CH:31]1[CH2:35][CH2:34][CH2:33][CH2:32]1, predict the reaction product.